Dataset: Reaction yield outcomes from USPTO patents with 853,638 reactions. Task: Predict the reaction yield, written as a fraction of the theoretical maximum amount of product (1.0 means a 100% yield; for example, 0.34 means a 34% yield). (1) The reactants are [Br:1][C:2]1[CH:3]=[C:4]([C:11]#[N:12])[C:5]([C:8]([OH:10])=O)=[N:6][CH:7]=1.CCN(C(C)C)C(C)C.[CH3:22][NH:23][C:24]([CH3:27])([CH3:26])[CH3:25].CN(C(ON1N=NC2C=CC=CC1=2)=[N+](C)C)C.F[P-](F)(F)(F)(F)F. The catalyst is ClCCl. The product is [C:24]([N:23]([CH3:22])[C:8]([C:5]1[C:4]([C:11]#[N:12])=[CH:3][C:2]([Br:1])=[CH:7][N:6]=1)=[O:10])([CH3:27])([CH3:26])[CH3:25]. The yield is 0.650. (2) The reactants are [Br:1][C:2]1[CH:3]=[C:4]([NH:13][CH:14]2[CH2:19][CH2:18][O:17][CH2:16][CH2:15]2)[C:5]([CH3:12])=[C:6]([CH:11]=1)[C:7]([O:9][CH3:10])=[O:8].[CH:20](=O)[CH:21]([CH3:23])[CH3:22].C(O)(=O)C.C([BH3-])#N.[Na+]. The catalyst is CO. The product is [Br:1][C:2]1[CH:3]=[C:4]([N:13]([CH2:20][CH:21]([CH3:23])[CH3:22])[CH:14]2[CH2:19][CH2:18][O:17][CH2:16][CH2:15]2)[C:5]([CH3:12])=[C:6]([CH:11]=1)[C:7]([O:9][CH3:10])=[O:8]. The yield is 0.543. (3) The reactants are [CH3:1][NH:2][C:3]1[C:4]([NH2:12])=[CH:5][C:6]([N+:9]([O-:11])=[O:10])=[CH:7][CH:8]=1.[CH:13]([N:16]=[C:17]=S)([CH3:15])[CH3:14].CC1C=CC(S([O-])(=O)=O)=CC=1.C[N+]1(CCN=C=NC2CCCCC2)CCOCC1. The catalyst is N1C=CC=CC=1. The product is [CH:13]([NH:16][C:17]1[N:2]([CH3:1])[C:3]2[CH:8]=[CH:7][C:6]([N+:9]([O-:11])=[O:10])=[CH:5][C:4]=2[N:12]=1)([CH3:15])[CH3:14]. The yield is 0.850. (4) The reactants are [CH3:1][CH:2]([CH3:14])[CH:3](O)[CH2:4][CH2:5][NH:6][C:7]1[CH:12]=[CH:11][CH:10]=[CH:9][CH:8]=1.[OH-].[Na+]. The catalyst is OS(O)(=O)=O. The product is [CH3:1][C:2]1([CH3:14])[CH2:3][CH2:4][CH2:5][NH:6][C:7]2[CH:12]=[CH:11][CH:10]=[CH:9][C:8]1=2. The yield is 0.0800. (5) The reactants are FC(F)(F)C(O)=O.C(OC([NH:15][C@H:16]([C:34]1[CH:39]=[CH:38][C:37]([O:40][CH2:41][C:42]2[CH:47]=[CH:46][CH:45]=[CH:44][CH:43]=2)=[CH:36][CH:35]=1)[CH2:17][O:18][C:19]1[CH:24]=[C:23]([O:25][CH2:26][C:27]2[CH:32]=[CH:31][CH:30]=[CH:29][CH:28]=2)[CH:22]=[CH:21][C:20]=1[Br:33])=O)(C)(C)C.C(OCC)(=O)C.CCCCCC. The catalyst is C(Cl)Cl. The product is [CH2:26]([O:25][C:23]1[CH:22]=[CH:21][C:20]([Br:33])=[C:19]([CH:24]=1)[O:18][CH2:17][C@H:16]([NH2:15])[C:34]1[CH:39]=[CH:38][C:37]([O:40][CH2:41][C:42]2[CH:43]=[CH:44][CH:45]=[CH:46][CH:47]=2)=[CH:36][CH:35]=1)[C:27]1[CH:28]=[CH:29][CH:30]=[CH:31][CH:32]=1. The yield is 0.760. (6) The reactants are [CH3:1][O:2][C:3]1[CH:4]=[C:5]([N:9]2[C@H:16]3[C@H:11]([CH2:12][CH2:13][N:14](C(OC(C)(C)C)=O)[CH2:15]3)[CH2:10]2)[CH:6]=[N:7][CH:8]=1.FC(F)(F)C(O)=O. No catalyst specified. The product is [CH3:1][O:2][C:3]1[CH:4]=[C:5]([N:9]2[C@H:16]3[C@H:11]([CH2:12][CH2:13][NH:14][CH2:15]3)[CH2:10]2)[CH:6]=[N:7][CH:8]=1. The yield is 0.910.